This data is from Reaction yield outcomes from USPTO patents with 853,638 reactions. The task is: Predict the reaction yield, written as a fraction of the theoretical maximum amount of product (1.0 means a 100% yield; for example, 0.34 means a 34% yield). The reactants are O1[CH:5]=[N:4][N:3]=[C:2]1[C:6]1[CH:7]=[C:8]([NH:12][C:13]([C:15]2[CH:20]=[C:19]([C:21]3[CH:22]=[N:23][CH:24]=[CH:25][CH:26]=3)[CH:18]=[CH:17][N:16]=2)=[O:14])[CH:9]=[CH:10][CH:11]=1.[NH2:27][C@H:28]([CH3:31])[CH2:29][OH:30].FC(F)(F)C(O)=O. The catalyst is C(O)CCC. The product is [OH:30][CH2:29][C@H:28]([N:27]1[CH:5]=[N:4][N:3]=[C:2]1[C:6]1[CH:7]=[C:8]([NH:12][C:13]([C:15]2[CH:20]=[C:19]([C:21]3[CH:22]=[N:23][CH:24]=[CH:25][CH:26]=3)[CH:18]=[CH:17][N:16]=2)=[O:14])[CH:9]=[CH:10][CH:11]=1)[CH3:31]. The yield is 0.230.